Dataset: Full USPTO retrosynthesis dataset with 1.9M reactions from patents (1976-2016). Task: Predict the reactants needed to synthesize the given product. (1) Given the product [Cl:1][C:2]1[C:3]([O:4][CH:5]2[CH2:10][CH2:9][CH2:8][CH2:7][O:6]2)=[C:11]([C:24]2[CH:25]=[CH:26][C:27]([O:28][CH2:29][C:30]3[CH:39]=[CH:38][C:37]4[C:32](=[CH:33][CH:34]=[CH:35][CH:36]=4)[N:31]=3)=[CH:40][CH:41]=2)[CH:12]=[CH:13][CH:14]=1, predict the reactants needed to synthesize it. The reactants are: [Cl:1][C:2]1[CH:14]=[CH:13][CH:12]=[C:11](I)[C:3]=1[O:4][CH:5]1[CH2:10][CH2:9][CH2:8][CH2:7][O:6]1.CC1(C)C(C)(C)OB([C:24]2[CH:41]=[CH:40][C:27]([O:28][CH2:29][C:30]3[CH:39]=[CH:38][C:37]4[C:32](=[CH:33][CH:34]=[CH:35][CH:36]=4)[N:31]=3)=[CH:26][CH:25]=2)O1.C([O-])([O-])=O.[Na+].[Na+]. (2) The reactants are: [CH2:1]([C:3]1[CH:4]=[C:5]([CH:8]=[C:9]([CH3:16])[C:10]=1[O:11][CH2:12][C@@H:13]1[CH2:15][O:14]1)[C:6]#[N:7])[CH3:2].[NH3:17]. Given the product [NH2:17][CH2:15][C@H:13]([OH:14])[CH2:12][O:11][C:10]1[C:9]([CH3:16])=[CH:8][C:5]([C:6]#[N:7])=[CH:4][C:3]=1[CH2:1][CH3:2], predict the reactants needed to synthesize it.